This data is from Full USPTO retrosynthesis dataset with 1.9M reactions from patents (1976-2016). The task is: Predict the reactants needed to synthesize the given product. (1) Given the product [F:46][C:40]1[CH:39]=[N:38][CH:37]=[C:36]([C:2]2[CH:11]=[N:10][C:9]3[NH:8][CH2:7][CH2:6][CH2:5][C:4]=3[CH:3]=2)[C:41]=1[C:42]([OH:45])([CH3:43])[CH3:44], predict the reactants needed to synthesize it. The reactants are: Br[C:2]1[CH:3]=[C:4]2[C:9](=[N:10][CH:11]=1)[NH:8][CH2:7][CH2:6][CH2:5]2.B1(B2OC(C)(C)C(C)(C)O2)OC(C)(C)C(C)(C)O1.C([O-])(=O)C.[K+].Br[C:36]1[CH:37]=[N:38][CH:39]=[C:40]([F:46])[C:41]=1[C:42]([OH:45])([CH3:44])[CH3:43].C([O-])([O-])=O.[Na+].[Na+]. (2) Given the product [ClH:39].[F:34][C:31]1[CH:32]=[CH:33][C:28]([CH2:27][NH:26][C:25]([C:23]2[CH:24]=[C:19]([C:16]3[CH2:15][CH:14]([CH:11]4[CH2:10][CH2:9][NH:8][CH2:13][CH2:12]4)[O:18][N:17]=3)[N:20]=[C:21]([CH3:38])[N:22]=2)=[O:37])=[CH:29][C:30]=1[O:35][CH3:36], predict the reactants needed to synthesize it. The reactants are: C(OC([N:8]1[CH2:13][CH2:12][CH:11]([CH:14]2[O:18][N:17]=[C:16]([C:19]3[CH:24]=[C:23]([C:25](=[O:37])[NH:26][CH2:27][C:28]4[CH:33]=[CH:32][C:31]([F:34])=[C:30]([O:35][CH3:36])[CH:29]=4)[N:22]=[C:21]([CH3:38])[N:20]=3)[CH2:15]2)[CH2:10][CH2:9]1)=O)(C)(C)C.[ClH:39]. (3) Given the product [Cl:11][C:3]1[C:4]([O:9][CH3:10])=[CH:5][C:6]([Cl:8])=[CH:7][C:2]=1[B:12]1[O:16][C:15]([CH3:18])([CH3:17])[C:14]([CH3:20])([CH3:19])[O:13]1, predict the reactants needed to synthesize it. The reactants are: Br[C:2]1[CH:7]=[C:6]([Cl:8])[CH:5]=[C:4]([O:9][CH3:10])[C:3]=1[Cl:11].[B:12]1([B:12]2[O:16][C:15]([CH3:18])([CH3:17])[C:14]([CH3:20])([CH3:19])[O:13]2)[O:16][C:15]([CH3:18])([CH3:17])[C:14]([CH3:20])([CH3:19])[O:13]1.C([O-])(=O)C.[K+]. (4) Given the product [CH:1]1([C:7](=[O:9])[CH2:17][CH2:18][CH2:19][CH2:20][CH3:21])[CH2:6][CH2:5][CH:4]=[CH:3][CH2:2]1, predict the reactants needed to synthesize it. The reactants are: [CH:1]1([C:7]([OH:9])=O)[CH2:6][CH2:5][CH:4]=[CH:3][CH2:2]1.CCOCC.Cl.O.[CH3:17][CH2:18][CH2:19][CH2:20][CH2:21]C. (5) Given the product [CH:1]1([O:6][C:7](=[O:48])[C@@H:8]([NH2:40])[CH2:9][CH2:10][O:11][C:12]2[CH:21]=[C:20]3[C:15]([C:16]([S:22][C:23]4[CH:28]=[CH:27][C:26]([NH:29][C:30](=[O:37])[C:31]5[CH:32]=[CH:33][CH:34]=[CH:35][CH:36]=5)=[CH:25][CH:24]=4)=[CH:17][CH:18]=[N:19]3)=[CH:14][C:13]=2[O:38][CH3:39])[CH2:5][CH2:4][CH2:3][CH2:2]1, predict the reactants needed to synthesize it. The reactants are: [CH:1]1([O:6][C:7](=[O:48])[C@@H:8]([NH:40]C(OC(C)(C)C)=O)[CH2:9][CH2:10][O:11][C:12]2[CH:21]=[C:20]3[C:15]([C:16]([S:22][C:23]4[CH:28]=[CH:27][C:26]([NH:29][C:30](=[O:37])[C:31]5[CH:36]=[CH:35][CH:34]=[CH:33][CH:32]=5)=[CH:25][CH:24]=4)=[CH:17][CH:18]=[N:19]3)=[CH:14][C:13]=2[O:38][CH3:39])[CH2:5][CH2:4][CH2:3][CH2:2]1. (6) The reactants are: [CH:1]1([C:4]2[C:8]([CH:9]=O)=[CH:7][N:6]([C:11]3[C:16]([CH3:17])=[CH:15][N:14]=[C:13]([NH:18][C:19]4[CH:24]=[C:23]([N+:25]([O-])=O)[C:22]([N:28]5[CH2:33][CH2:32][O:31][CH2:30][CH2:29]5)=[CH:21][C:20]=4[O:34][CH3:35])[N:12]=3)[N:5]=2)[CH2:3][CH2:2]1.Cl.[NH:37]1[CH2:40][CH2:39][CH2:38]1. Given the product [N:37]1([CH2:9][C:8]2[C:4]([CH:1]3[CH2:2][CH2:3]3)=[N:5][N:6]([C:11]3[C:16]([CH3:17])=[CH:15][N:14]=[C:13]([NH:18][C:19]4[C:20]([O:34][CH3:35])=[CH:21][C:22]([N:28]5[CH2:33][CH2:32][O:31][CH2:30][CH2:29]5)=[C:23]([NH:25][C:20](=[O:34])[CH:19]=[CH2:24])[CH:24]=4)[N:12]=3)[CH:7]=2)[CH2:40][CH2:39][CH2:38]1, predict the reactants needed to synthesize it.